This data is from Forward reaction prediction with 1.9M reactions from USPTO patents (1976-2016). The task is: Predict the product of the given reaction. Given the reactants [F:1][C:2]1[CH:10]=[CH:9][C:5]([CH2:6][Mg]Cl)=[CH:4][CH:3]=1.[CH3:11][C:12]([O:15][C:16]([N:18]1[CH2:23][CH2:22][C:21](=[O:24])[CH2:20][CH2:19]1)=[O:17])([CH3:14])[CH3:13], predict the reaction product. The product is: [CH3:14][C:12]([O:15][C:16]([N:18]1[CH2:23][CH2:22][C:21]([CH2:6][C:5]2[CH:9]=[CH:10][C:2]([F:1])=[CH:3][CH:4]=2)([OH:24])[CH2:20][CH2:19]1)=[O:17])([CH3:11])[CH3:13].